Dataset: Forward reaction prediction with 1.9M reactions from USPTO patents (1976-2016). Task: Predict the product of the given reaction. (1) Given the reactants COC1C=CC(C[N:8](CC2C=CC(OC)=CC=2)[S:9]([C@@H:12]([C@@H:15]([CH3:19])[CH2:16][CH:17]=[CH2:18])[CH2:13][CH3:14])(=[O:11])=[O:10])=CC=1.COC1C=CC(C[N:38](CC2C=CC(OC)=CC=2)[S:39]([C@H:42]([C@@H:45]([CH3:49])[CH2:46][CH:47]=[CH2:48])[CH2:43][CH3:44])(=[O:41])=[O:40])=CC=1, predict the reaction product. The product is: [CH3:19][C@@H:15]([CH2:16][CH:17]=[CH2:18])[C@H:12]([S:9]([NH2:8])(=[O:11])=[O:10])[CH2:13][CH3:14].[CH3:49][C@@H:45]([CH2:46][CH:47]=[CH2:48])[C@@H:42]([S:39]([NH2:38])(=[O:41])=[O:40])[CH2:43][CH3:44]. (2) Given the reactants [Br:1][C:2]1[CH:3]=[C:4]([CH:7]=[C:8]([N+:10]([O-:12])=[O:11])[CH:9]=1)[CH:5]=[O:6].C1(C)C=CC(S([CH2:22][N+:23]#[C-:24])(=O)=O)=CC=1.C(=O)([O-])[O-].[K+].[K+], predict the reaction product. The product is: [Br:1][C:2]1[CH:3]=[C:4]([C:5]2[O:6][CH:24]=[N:23][CH:22]=2)[CH:7]=[C:8]([N+:10]([O-:12])=[O:11])[CH:9]=1. (3) Given the reactants [F:1][C:2]([F:15])([F:14])[S:3]([C:6]1[CH:7]=[C:8]([NH2:13])[C:9]([NH2:12])=[CH:10][CH:11]=1)(=[O:5])=[O:4].C1N=CN([C:21](N2C=NC=C2)=[O:22])C=1, predict the reaction product. The product is: [F:15][C:2]([F:14])([F:1])[S:3]([C:6]1[CH:11]=[CH:10][C:9]2[NH:12][C:21](=[O:22])[NH:13][C:8]=2[CH:7]=1)(=[O:4])=[O:5]. (4) Given the reactants C([O:3][C:4]([C:6]1([NH:15][C:16](=[O:28])[C:17]2[CH:22]=[CH:21][CH:20]=[C:19]([CH3:23])[C:18]=2[O:24][CH:25]([CH3:27])[CH3:26])[CH2:14][C:13]2[C:8](=[CH:9][CH:10]=[CH:11][CH:12]=2)[CH2:7]1)=[O:5])C.[OH-].[K+].O, predict the reaction product. The product is: [CH:25]([O:24][C:18]1[C:19]([CH3:23])=[CH:20][CH:21]=[CH:22][C:17]=1[C:16]([NH:15][C:6]1([C:4]([OH:5])=[O:3])[CH2:14][C:13]2[C:8](=[CH:9][CH:10]=[CH:11][CH:12]=2)[CH2:7]1)=[O:28])([CH3:27])[CH3:26]. (5) Given the reactants [CH3:1][O:2][C:3]([C@@H:5]1[CH2:9][C@@H:8]([S:10]([C:13]2[CH:18]=[CH:17][CH:16]=[CH:15][C:14]=2[C:19]([F:22])([F:21])[F:20])(=[O:12])=[O:11])[CH2:7][N:6]1[C:23](=O)[CH2:24][C:25](=O)[CH3:26])=[O:4].COC1C=CC(P2(SP(C3C=CC(OC)=CC=3)(=S)S2)=S)=CC=1.[CH2:51]([O:58][C:59]([N:61]1[CH2:66][CH2:65][CH:64]([NH:67][NH2:68])[CH2:63][CH2:62]1)=[O:60])[C:52]1[CH:57]=[CH:56][CH:55]=[CH:54][CH:53]=1, predict the reaction product. The product is: [CH2:51]([O:58][C:59]([N:61]1[CH2:62][CH2:63][CH:64]([N:67]2[C:23]([N:6]3[CH2:7][C@H:8]([S:10]([C:13]4[CH:18]=[CH:17][CH:16]=[CH:15][C:14]=4[C:19]([F:22])([F:21])[F:20])(=[O:12])=[O:11])[CH2:9][C@H:5]3[C:3]([O:2][CH3:1])=[O:4])=[CH:24][C:25]([CH3:26])=[N:68]2)[CH2:65][CH2:66]1)=[O:60])[C:52]1[CH:57]=[CH:56][CH:55]=[CH:54][CH:53]=1. (6) Given the reactants [C:1]([O:5][C:6](=[O:32])[NH:7][C:8]1[CH:13]=[CH:12][C:11]([S:14][C:15]2[CH:20]=[CH:19][C:18]([C:21](=[O:30])[NH:22][C:23]3[CH:28]=[CH:27][CH:26]=[C:25]([Br:29])[CH:24]=3)=[CH:17][C:16]=2[NH2:31])=[CH:10][CH:9]=1)([CH3:4])([CH3:3])[CH3:2].C([C:35]1[C:36]([N:42]=[CH:43][N:44]([CH3:46])C)=[N:37][C:38]([CH3:41])=[CH:39][CH:40]=1)#N, predict the reaction product. The product is: [C:1]([O:5][C:6](=[O:32])[NH:7][C:8]1[CH:9]=[CH:10][C:11]([S:14][C:15]2[CH:20]=[CH:19][C:18]([C:21](=[O:30])[NH:22][C:23]3[CH:28]=[CH:27][CH:26]=[C:25]([Br:29])[CH:24]=3)=[CH:17][C:16]=2[NH:31][C:46]2[C:35]3[CH:40]=[CH:39][C:38]([CH3:41])=[N:37][C:36]=3[N:42]=[CH:43][N:44]=2)=[CH:12][CH:13]=1)([CH3:4])([CH3:2])[CH3:3]. (7) Given the reactants [CH3:1][C:2]1[CH:7]=[C:6]([N+:8]([O-])=O)[C:5]([OH:11])=[C:4]([O:12][CH2:13][CH2:14][CH2:15][N:16]2[CH2:21][CH2:20][O:19][CH2:18][CH2:17]2)[CH:3]=1, predict the reaction product. The product is: [NH2:8][C:6]1[CH:7]=[C:2]([CH3:1])[CH:3]=[C:4]([O:12][CH2:13][CH2:14][CH2:15][N:16]2[CH2:17][CH2:18][O:19][CH2:20][CH2:21]2)[C:5]=1[OH:11]. (8) Given the reactants [NH2:1][C:2]1[CH:9]=[C:8]([NH2:10])[CH:7]=[CH:6][C:3]=1[CH:4]=O.[CH3:11][N:12]1[CH2:17][CH2:16][C:15](=O)[CH2:14][CH2:13]1.[OH-].[Na+], predict the reaction product. The product is: [CH3:11][N:12]1[CH2:17][CH2:16][C:15]2[N:1]=[C:2]3[CH:9]=[C:8]([NH2:10])[CH:7]=[CH:6][C:3]3=[CH:4][C:14]=2[CH2:13]1. (9) The product is: [ClH:19].[Cl:19][C:16]1[CH:17]=[CH:18][C:11]2[CH2:10][CH2:9][NH:8][CH2:14][CH2:13][C:12]=2[C:15]=1[S:20][CH2:21][C:29]1[CH:34]=[CH:33][CH:32]=[C:31]([O:35][CH3:36])[N:30]=1. Given the reactants C(OC([N:8]1[CH2:14][CH2:13][C:12]2[C:15]([S:20][C:21](=O)N(C)C)=[C:16]([Cl:19])[CH:17]=[CH:18][C:11]=2[CH2:10][CH2:9]1)=O)(C)(C)C.Cl.ClC[C:29]1[CH:34]=[CH:33][CH:32]=[C:31]([O:35][CH3:36])[N:30]=1, predict the reaction product.